From a dataset of Forward reaction prediction with 1.9M reactions from USPTO patents (1976-2016). Predict the product of the given reaction. (1) Given the reactants [Cl:1][C:2]1[CH:7]=[CH:6][C:5]([OH:8])=[CH:4][N:3]=1.[CH3:9][N:10]([CH3:23])[CH2:11][CH2:12][O:13][C:14]1[CH:15]=[C:16](B(O)O)[CH:17]=[CH:18][CH:19]=1.C(N(CC)CC)C, predict the reaction product. The product is: [Cl:1][C:2]1[N:3]=[CH:4][C:5]([O:8][C:18]2[CH:19]=[C:14]([CH:15]=[CH:16][CH:17]=2)[O:13][CH2:12][CH2:11][N:10]([CH3:23])[CH3:9])=[CH:6][CH:7]=1. (2) Given the reactants [NH2:1][C:2]1[CH:7]=[CH:6][C:5]([CH2:8][CH2:9][OH:10])=[CH:4][CH:3]=1.C(N(CC)C(C)C)(C)C.[C:20](O[C:20]([O:22][C:23]([CH3:26])([CH3:25])[CH3:24])=[O:21])([O:22][C:23]([CH3:26])([CH3:25])[CH3:24])=[O:21], predict the reaction product. The product is: [OH:10][CH2:9][CH2:8][C:5]1[CH:6]=[CH:7][C:2]([NH:1][C:20](=[O:21])[O:22][C:23]([CH3:26])([CH3:25])[CH3:24])=[CH:3][CH:4]=1.